This data is from Reaction yield outcomes from USPTO patents with 853,638 reactions. The task is: Predict the reaction yield, written as a fraction of the theoretical maximum amount of product (1.0 means a 100% yield; for example, 0.34 means a 34% yield). (1) The reactants are [NH2:1][C:2]1[CH:7]=[CH:6][C:5]([CH2:8][C:9]([O:11][CH3:12])=[O:10])=[CH:4][C:3]=1[Cl:13].[CH3:14][C:15]1[CH:20]=[CH:19][CH:18]=[CH:17][C:16]=1[N:21]=[C:22]=[O:23].CCN(CC)CC. The catalyst is C1COCC1. The product is [Cl:13][C:3]1[CH:4]=[C:5]([CH2:8][C:9]([O:11][CH3:12])=[O:10])[CH:6]=[CH:7][C:2]=1[NH:1][C:22]([NH:21][C:16]1[CH:17]=[CH:18][CH:19]=[CH:20][C:15]=1[CH3:14])=[O:23]. The yield is 0.740. (2) The catalyst is CO.C(OCC)(=O)C. The product is [CH3:3][C:2]1[NH:4][C:25](=[O:26])[C:24]([CH2:23][C:20]2[CH:21]=[CH:22][C:17]([C:12]3[C:11]([C:9]#[N:10])=[CH:16][CH:15]=[CH:14][CH:13]=3)=[CH:18][CH:19]=2)=[C:30]([CH2:31][CH2:32][CH3:33])[N:5]=1. The yield is 0.820. The reactants are Cl.[C:2]([NH2:5])(=[NH:4])[CH3:3].C[O-].[Na+].[C:9]([C:11]1[CH:16]=[CH:15][CH:14]=[CH:13][C:12]=1[C:17]1[CH:22]=[CH:21][C:20]([CH2:23][CH:24]([C:30](=O)[CH2:31][CH2:32][CH3:33])[C:25](OCC)=[O:26])=[CH:19][CH:18]=1)#[N:10].[Cl-].[NH4+]. (3) The reactants are [Si]([O:8][CH2:9][C:10]1[CH:11]=[C:12]([NH:16][C:17]2[N:25]=[C:24]3[C:20]([NH:21][C:22](=[O:34])[N:23]3[C:26]3[CH:31]=[CH:30][CH:29]=[CH:28][C:27]=3[O:32][CH3:33])=[C:19]([C:35]([O:37]CC)=O)[N:18]=2)[CH:13]=[CH:14][CH:15]=1)(C(C)(C)C)(C)C.[NH2:40]C1C(C(OCC)=O)=NC(NC2C=CC=C(CO[Si](C(C)(C)C)(C)C)C=2)=NC=1NC1C=CC=CC=1OC. The catalyst is ClCCl. The product is [OH:8][CH2:9][C:10]1[CH:11]=[C:12]([NH:16][C:17]2[N:25]=[C:24]3[C:20]([NH:21][C:22](=[O:34])[N:23]3[C:26]3[CH:31]=[CH:30][CH:29]=[CH:28][C:27]=3[O:32][CH3:33])=[C:19]([C:35]([NH2:40])=[O:37])[N:18]=2)[CH:13]=[CH:14][CH:15]=1. The yield is 0.710. (4) The reactants are [CH3:1][O:2][C:3](=[O:11])[C@H:4]([OH:10])[CH2:5][C:6]([O:8][CH3:9])=[O:7].[CH3:12]I. The catalyst is C(#N)C.[Ag]=O. The product is [CH3:1][O:2][C:3](=[O:11])[C@H:4]([O:10][CH3:12])[CH2:5][C:6]([O:8][CH3:9])=[O:7]. The yield is 0.880. (5) The reactants are [OH:1][C:2]1[CH:7]=[N:6][N:5]([CH:8]2[CH2:13][CH2:12][CH2:11][CH2:10][O:9]2)[C:4](=[O:14])[CH:3]=1.C(N(CC)CC)C.[O:22](S(C(F)(F)F)(=O)=O)[S:23]([C:26]([F:29])([F:28])[F:27])(=O)=[O:24].C([O-])(O)=O.[Na+]. The catalyst is C(Cl)Cl. The product is [F:27][C:26]([F:29])([F:28])[S:23]([O:1][C:2]1[CH:7]=[N:6][N:5]([CH:8]2[CH2:13][CH2:12][CH2:11][CH2:10][O:9]2)[C:4](=[O:14])[CH:3]=1)(=[O:24])=[O:22]. The yield is 0.600. (6) The reactants are [CH3:1][O-:2].[Na+].Br[C:5]1[C:10]([O:11][CH3:12])=[CH:9][CH:8]=[C:7]([N+:13]([O-:15])=[O:14])[N:6]=1.CS(C)=O. The catalyst is CO. The product is [CH3:1][O:2][C:5]1[C:10]([O:11][CH3:12])=[CH:9][CH:8]=[C:7]([N+:13]([O-:15])=[O:14])[N:6]=1. The yield is 0.760. (7) The reactants are [C:1]([OH:11])(=[O:10])[C@H:2]([CH:4]1[CH2:9][CH2:8][CH2:7][CH2:6][CH2:5]1)[OH:3].O1[B:17]([C@@H:18]([NH:23][C:24](=[O:37])[CH2:25][NH:26][C:27](=[O:36])[C:28]2[CH:33]=[C:32]([Cl:34])[CH:31]=[CH:30][C:29]=2[Cl:35])[CH2:19][CH:20]([CH3:22])[CH3:21])O[B:17]([C@@H:18]([NH:23][C:24](=[O:37])[CH2:25][NH:26][C:27](=[O:36])[C:28]2[CH:33]=[C:32]([Cl:34])[CH:31]=[CH:30][C:29]=2[Cl:35])[CH2:19][CH:20]([CH3:22])[CH3:21])O[B:17]1[C@@H:18]([NH:23][C:24](=[O:37])[CH2:25][NH:26][C:27](=[O:36])[C:28]1[CH:33]=[C:32]([Cl:34])[CH:31]=[CH:30][C:29]=1[Cl:35])[CH2:19][CH:20]([CH3:22])[CH3:21]. The catalyst is CCOC(C)=O. The product is [Cl:35][C:29]1[CH:30]=[CH:31][C:32]([Cl:34])=[CH:33][C:28]=1[C:27]([NH:26][CH2:25][C:24]([NH:23][C@H:18]([B:17]1[O:3][C@@H:2]([CH:4]2[CH2:9][CH2:8][CH2:7][CH2:6][CH2:5]2)[C:1](=[O:11])[O:10]1)[CH2:19][CH:20]([CH3:22])[CH3:21])=[O:37])=[O:36]. The yield is 0.930. (8) The reactants are [NH2:1][C:2]1[CH:10]=[CH:9][CH:8]=[CH:7][C:3]=1[C:4]([NH2:6])=[O:5].[C:11](N)(=O)[CH3:12]. The catalyst is C(O)C. The product is [CH3:11][C:12]1[NH:6][C:4](=[O:5])[C:3]2[C:2](=[CH:10][CH:9]=[CH:8][CH:7]=2)[N:1]=1. The yield is 0.470. (9) The reactants are [CH:1]1[CH:6]=[C:5]([Cl:7])[CH:4]=[C:3]([C:8]([O:10]O)=[O:9])[CH:2]=1. The catalyst is C(Cl)Cl. The product is [Cl:7][C:5]1[CH:4]=[C:3]([C:8]([OH:10])=[O:9])[CH:2]=[CH:1][CH:6]=1. The yield is 0.500.